Dataset: Full USPTO retrosynthesis dataset with 1.9M reactions from patents (1976-2016). Task: Predict the reactants needed to synthesize the given product. Given the product [F:17][C:18]1[CH:39]=[CH:38][C:21]([CH2:22][N:23]2[C:27](=[O:28])[N:26]([C:29]3[S:33][C:32]([C:34]([NH:16][CH2:15][C:13]4[CH:12]=[N:11][N:10]([CH3:9])[CH:14]=4)=[O:35])=[C:31]([CH3:37])[CH:30]=3)[CH:25]=[N:24]2)=[CH:20][CH:19]=1, predict the reactants needed to synthesize it. The reactants are: NCC1C=NC=CC=1.[CH3:9][N:10]1[CH:14]=[C:13]([CH2:15][NH2:16])[CH:12]=[N:11]1.[F:17][C:18]1[CH:39]=[CH:38][C:21]([CH2:22][N:23]2[C:27](=[O:28])[N:26]([C:29]3[S:33][C:32]([C:34](O)=[O:35])=[C:31]([CH3:37])[CH:30]=3)[CH:25]=[N:24]2)=[CH:20][CH:19]=1.